Dataset: Full USPTO retrosynthesis dataset with 1.9M reactions from patents (1976-2016). Task: Predict the reactants needed to synthesize the given product. (1) Given the product [C:25]([O:24][C:22](=[O:23])[CH2:21][NH:1][CH2:2][C:3]1[CH:8]=[CH:7][C:6]([N+:9]([O-:11])=[O:10])=[CH:5][C:4]=1[NH2:12])([CH3:28])([CH3:27])[CH3:26], predict the reactants needed to synthesize it. The reactants are: [NH2:1][CH2:2][C:3]1[CH:8]=[CH:7][C:6]([N+:9]([O-:11])=[O:10])=[CH:5][C:4]=1[NH2:12].C(N(CC)CC)C.Br[CH2:21][C:22]([O:24][C:25]([CH3:28])([CH3:27])[CH3:26])=[O:23]. (2) Given the product [CH3:13][C:14]1[N:15]([CH:39]=[C:40]([CH3:41])[CH3:42])[C:16](=[O:38])[C:17]([CH2:23][C:24]2[CH:29]=[CH:28][C:27]([C:30]3[CH:35]=[CH:34][CH:33]=[CH:32][C:31]=3[C:36]3[NH:3][C:4](=[O:7])[O:5][N:37]=3)=[CH:26][CH:25]=2)=[C:18]([CH2:20][CH2:21][CH3:22])[N:19]=1, predict the reactants needed to synthesize it. The reactants are: [Cl-].O[NH3+:3].[C:4](=[O:7])([O-])[OH:5].[Na+].CS(C)=O.[CH3:13][C:14]1[N:15]([CH:39]=[C:40]([CH3:42])[CH3:41])[C:16](=[O:38])[C:17]([CH2:23][C:24]2[CH:29]=[CH:28][C:27]([C:30]3[C:31]([C:36]#[N:37])=[CH:32][CH:33]=[CH:34][CH:35]=3)=[CH:26][CH:25]=2)=[C:18]([CH2:20][CH2:21][CH3:22])[N:19]=1. (3) Given the product [Cl:35][C:34]1[CH:33]=[CH:32][CH:31]=[C:30]([Cl:36])[C:29]=1[NH:28][C:26](=[O:27])[N:25]([C:21]1[CH:20]=[C:19]([NH:18][C:15]2[CH:14]=[CH:13][C:12]([C:9]([OH:11])([CH3:4])[CH3:10])=[CH:17][CH:16]=2)[N:24]=[CH:23][N:22]=1)[CH3:37], predict the reactants needed to synthesize it. The reactants are: C[Mg]I.[CH2:4](OCC)C.[C:9]([C:12]1[CH:17]=[CH:16][C:15]([NH:18][C:19]2[N:24]=[CH:23][N:22]=[C:21]([N:25]([CH3:37])[C:26]([NH:28][C:29]3[C:34]([Cl:35])=[CH:33][CH:32]=[CH:31][C:30]=3[Cl:36])=[O:27])[CH:20]=2)=[CH:14][CH:13]=1)(=[O:11])[CH3:10]. (4) Given the product [I:1][C:2]1[CH:3]=[C:4]([NH2:29])[C:5]([NH:6][CH:7]([C:9]2[CH:14]=[CH:13][C:12]([O:15][CH2:16][C:17]3[CH:18]=[N:19][C:20]([O:23][CH3:24])=[CH:21][CH:22]=3)=[C:11]([O:25][CH3:26])[CH:10]=2)[CH3:8])=[CH:27][CH:28]=1, predict the reactants needed to synthesize it. The reactants are: [I:1][C:2]1[CH:28]=[CH:27][C:5]([NH:6][CH:7]([C:9]2[CH:14]=[CH:13][C:12]([O:15][CH2:16][C:17]3[CH:18]=[N:19][C:20]([O:23][CH3:24])=[CH:21][CH:22]=3)=[C:11]([O:25][CH3:26])[CH:10]=2)[CH3:8])=[C:4]([N+:29]([O-])=O)[CH:3]=1.[Cl-].[NH4+].CO.O. (5) Given the product [CH2:2]([O:9][C:10]1[CH:19]=[CH:18][CH:17]=[C:16]2[C:11]=1[CH2:12][CH2:13][CH2:14][CH:15]2[C:20]([N:22]([CH2:23][C:24]1[CH:25]=[N:26][N:27]([CH2:39][CH2:40][CH2:41][CH2:42][CH2:43][CH2:44][CH3:45])[CH:28]=1)[C:29]1[CH:30]=[N:31][C:32]([CH:35]([CH3:37])[CH3:36])=[CH:33][CH:34]=1)=[O:21])[C:3]1[CH:8]=[CH:7][CH:6]=[CH:5][CH:4]=1, predict the reactants needed to synthesize it. The reactants are: Cl.[CH2:2]([O:9][C:10]1[CH:19]=[CH:18][CH:17]=[C:16]2[C:11]=1[CH2:12][CH2:13][CH2:14][CH:15]2[C:20]([N:22]([C:29]1[CH:30]=[N:31][C:32]([CH:35]([CH3:37])[CH3:36])=[CH:33][CH:34]=1)[CH2:23][C:24]1[CH:25]=[N:26][NH:27][CH:28]=1)=[O:21])[C:3]1[CH:8]=[CH:7][CH:6]=[CH:5][CH:4]=1.Br[CH2:39][CH2:40][CH2:41][CH2:42][CH2:43][CH2:44][CH3:45]. (6) Given the product [Cl:1][C:2]1[CH:3]=[CH:4][C:5]([C:8]2[C:12]([CH2:13][O:14][C:15]3[CH:23]=[CH:22][C:18]([C:19]([NH:32][C@@H:27]([CH3:26])[C:28]([F:31])([F:30])[F:29])=[O:21])=[CH:17][N:16]=3)=[C:11]([CH2:24][OH:25])[O:10][N:9]=2)=[CH:6][CH:7]=1, predict the reactants needed to synthesize it. The reactants are: [Cl:1][C:2]1[CH:7]=[CH:6][C:5]([C:8]2[C:12]([CH2:13][O:14][C:15]3[CH:23]=[CH:22][C:18]([C:19]([OH:21])=O)=[CH:17][N:16]=3)=[C:11]([CH2:24][OH:25])[O:10][N:9]=2)=[CH:4][CH:3]=1.[CH3:26][CH:27]([NH2:32])[C:28]([F:31])([F:30])[F:29].O.ON1C2C=CC=CC=2N=N1.C(N(C(C)C)C(C)C)C.Cl.CN(C)CCCN=C=NCC. (7) Given the product [CH2:1]([O:3][C:4]1[CH:5]=[C:6]([C:14]2[CH:19]=[C:18]([C:20]([F:21])([F:23])[F:22])[N:17]3[N:24]=[CH:25][C:26]([C:27]4[O:28][N:37]=[C:35]([C:34]5[CH:39]=[CH:40][C:31]([NH2:30])=[N:32][CH:33]=5)[N:36]=4)=[C:16]3[N:15]=2)[CH:7]=[CH:8][C:9]=1[C:10]([F:13])([F:11])[F:12])[CH3:2], predict the reactants needed to synthesize it. The reactants are: [CH2:1]([O:3][C:4]1[CH:5]=[C:6]([C:14]2[CH:19]=[C:18]([C:20]([F:23])([F:22])[F:21])[N:17]3[N:24]=[CH:25][C:26]([C:27](O)=[O:28])=[C:16]3[N:15]=2)[CH:7]=[CH:8][C:9]=1[C:10]([F:13])([F:12])[F:11])[CH3:2].[NH2:30][C:31]1[CH:40]=[CH:39][C:34]([C:35]([NH:37]O)=[NH:36])=[CH:33][N:32]=1. (8) Given the product [F:61][C:60]([F:63])([F:62])[C:58]([OH:64])=[O:59].[CH:52]1([N:32]([CH2:31][CH2:30][NH:22][CH2:21][CH2:20][C:12]2[C:13]3[O:14][CH2:15][C:16](=[O:19])[NH:17][C:18]=3[C:9]([OH:8])=[CH:10][CH:11]=2)[C:33](=[O:51])[CH2:34][CH2:35][O:36][CH2:37][CH2:38][C:39]2[CH:44]=[CH:43][CH:42]=[C:41]([C:45]3[N:46]=[N:47][N:48]([CH3:50])[CH:49]=3)[CH:40]=2)[CH2:57][CH2:56][CH2:55][CH2:54][CH2:53]1, predict the reactants needed to synthesize it. The reactants are: C(OC([O:8][C:9]1[C:18]2[NH:17][C:16](=[O:19])[CH2:15][O:14][C:13]=2[C:12]([CH2:20][CH2:21][N:22]([CH2:30][CH2:31][N:32]([CH:52]2[CH2:57][CH2:56][CH2:55][CH2:54][CH2:53]2)[C:33](=[O:51])[CH2:34][CH2:35][O:36][CH2:37][CH2:38][C:39]2[CH:44]=[CH:43][CH:42]=[C:41]([C:45]3[N:46]=[N:47][N:48]([CH3:50])[CH:49]=3)[CH:40]=2)C(=O)OC(C)(C)C)=[CH:11][CH:10]=1)=O)(C)(C)C.[C:58]([OH:64])([C:60]([F:63])([F:62])[F:61])=[O:59].